Dataset: Forward reaction prediction with 1.9M reactions from USPTO patents (1976-2016). Task: Predict the product of the given reaction. (1) The product is: [ClH:30].[S:15]1[CH:14]=[CH:13][C:12]2[C:11]3[NH:7][N:8]=[C:9]([C:18]4[CH:19]=[C:20]([NH2:24])[CH:21]=[CH:22][CH:23]=4)[C:10]=3[CH2:17][C:16]1=2. Given the reactants C[Si](C)(C)CCOC[N:7]1[C:11]2[C:12]3[CH:13]=[CH:14][S:15][C:16]=3[CH2:17][C:10]=2[C:9]([C:18]2[CH:19]=[C:20]([NH:24]C(=O)C)[CH:21]=[CH:22][CH:23]=2)=[N:8]1.[ClH:30], predict the reaction product. (2) Given the reactants [F:1][C:2]1[CH:3]=[C:4]([CH:9]=[CH:10][C:11]=1[CH2:12]Br)[C:5]([O:7][CH3:8])=[O:6].O.O.C([N+]([O-:23])(CC)CC)C.O, predict the reaction product. The product is: [F:1][C:2]1[CH:3]=[C:4]([CH:9]=[CH:10][C:11]=1[CH:12]=[O:23])[C:5]([O:7][CH3:8])=[O:6]. (3) Given the reactants [Cl:1][C:2]1[CH:3]=[C:4]2[C:9](=[C:10]([Cl:12])[CH:11]=1)[O:8][CH:7]([C:13]([F:16])([F:15])[F:14])[C:6]([C:17]([OH:19])=O)=[CH:5]2.S(Cl)([Cl:22])=O, predict the reaction product. The product is: [Cl:1][C:2]1[CH:3]=[C:4]2[C:9](=[C:10]([Cl:12])[CH:11]=1)[O:8][CH:7]([C:13]([F:16])([F:15])[F:14])[C:6]([C:17]([Cl:22])=[O:19])=[CH:5]2. (4) Given the reactants [Cl:1][C:2]1[CH:7]=[CH:6][CH:5]=[C:4]([Cl:8])[C:3]=1[C:9]1[C:13]([CH2:14][O:15][C:16]2[CH:21]=[CH:20][C:19]([NH:22][CH3:23])=[C:18]([CH3:24])[CH:17]=2)=[C:12]([CH:25]([CH3:27])[CH3:26])[O:11][N:10]=1.C(=O)([O-])[O-].[K+].[K+].Br[CH2:35][C:36]1[CH:37]=[C:38]([CH:43]=[CH:44][CH:45]=1)[C:39]([O:41][CH3:42])=[O:40], predict the reaction product. The product is: [Cl:1][C:2]1[CH:7]=[CH:6][CH:5]=[C:4]([Cl:8])[C:3]=1[C:9]1[C:13]([CH2:14][O:15][C:16]2[CH:21]=[CH:20][C:19]([N:22]([CH2:35][C:36]3[CH:37]=[C:38]([CH:43]=[CH:44][CH:45]=3)[C:39]([O:41][CH3:42])=[O:40])[CH3:23])=[C:18]([CH3:24])[CH:17]=2)=[C:12]([CH:25]([CH3:27])[CH3:26])[O:11][N:10]=1. (5) Given the reactants I[C:2]1[C:10]2[C:5](=[C:6]([O:11][CH3:12])[N:7]=[CH:8][CH:9]=2)[N:4]([CH3:13])[CH:3]=1.C([Li])CCC.C(O[B:23]1[O:27][C:26]([CH3:29])([CH3:28])[C:25]([CH3:31])([CH3:30])[O:24]1)(C)C, predict the reaction product. The product is: [CH3:12][O:11][C:6]1[N:7]=[CH:8][CH:9]=[C:10]2[C:2]([B:23]3[O:27][C:26]([CH3:29])([CH3:28])[C:25]([CH3:31])([CH3:30])[O:24]3)=[CH:3][N:4]([CH3:13])[C:5]=12. (6) Given the reactants [Cl:1][C:2]1[CH:3]=[C:4]([NH2:19])[CH:5]=[C:6]([NH:8][C:9]2[C:13]3[CH:14]=[CH:15][C:16]([F:18])=[CH:17][C:12]=3[O:11][N:10]=2)[CH:7]=1.I.[C:21](=[NH:30])(SC)[C:22]1[CH:27]=[CH:26][CH:25]=[CH:24][CH:23]=1.[OH-].[Na+], predict the reaction product. The product is: [Cl:1][C:2]1[CH:3]=[C:4]([NH:19][C:21](=[NH:30])[C:22]2[CH:27]=[CH:26][CH:25]=[CH:24][CH:23]=2)[CH:5]=[C:6]([NH:8][C:9]2[C:13]3[CH:14]=[CH:15][C:16]([F:18])=[CH:17][C:12]=3[O:11][N:10]=2)[CH:7]=1. (7) Given the reactants [F:1][C:2]1[CH:8]=[CH:7][C:5]([NH2:6])=[CH:4][C:3]=1[O:9][CH3:10].[F:11][C:12]([F:22])([F:21])[C:13]1[CH:14]=[C:15]([CH:18]=[CH:19][CH:20]=1)[CH:16]=O.O=[C:24]([CH2:28][CH3:29])[C:25]([OH:27])=[O:26], predict the reaction product. The product is: [F:1][C:2]1[CH:8]=[C:7]2[C:5](=[CH:4][C:3]=1[O:9][CH3:10])[N:6]=[C:16]([C:15]1[CH:18]=[CH:19][CH:20]=[C:13]([C:12]([F:22])([F:21])[F:11])[CH:14]=1)[C:28]([CH3:29])=[C:24]2[C:25]([OH:27])=[O:26]. (8) Given the reactants [C:1]([CH2:3][C:4](OCC)=O)#[N:2].[C:9]([O-:12])(=[O:11])[CH3:10].[NH4+].C(O)(=O)C.[C:18]([O:22][C:23]([N:25]1[CH2:30][CH2:29][C:28](=O)[CH2:27][CH2:26]1)=[O:24])([CH3:21])([CH3:20])[CH3:19], predict the reaction product. The product is: [C:18]([O:22][C:23]([N:25]1[CH2:30][CH2:29][C:28](=[CH:10][C:9]([O:12][CH:3]([C:1]#[N:2])[CH3:4])=[O:11])[CH2:27][CH2:26]1)=[O:24])([CH3:21])([CH3:20])[CH3:19]. (9) Given the reactants [CH3:1][O:2][CH:3]1[C:8](=O)[CH2:7][CH2:6][N:5]([C:10]([O:12][CH2:13][CH3:14])=[O:11])[CH2:4]1.C(Cl)Cl.[CH:18]([C@@:21]1([C:27]([N:29]2[CH2:34][CH2:33][N:32]([C:35]3[CH:40]=[C:39]([C:41]([F:44])([F:43])[F:42])[CH:38]=[CH:37][N:36]=3)[CH2:31][CH2:30]2)=[O:28])[CH2:25][C@H:24]([NH2:26])[CH:23]=[CH:22]1)([CH3:20])[CH3:19].C(N(CC)CC)C.C(O[BH-](OC(=O)C)OC(=O)C)(=O)C.[Na+], predict the reaction product. The product is: [CH:18]([C@@:21]1([C:27]([N:29]2[CH2:30][CH2:31][N:32]([C:35]3[CH:40]=[C:39]([C:41]([F:44])([F:42])[F:43])[CH:38]=[CH:37][N:36]=3)[CH2:33][CH2:34]2)=[O:28])[CH2:25][C@H:24]([NH:26][CH:8]2[CH2:7][CH2:6][N:5]([C:10]([O:12][CH2:13][CH3:14])=[O:11])[CH2:4][CH:3]2[O:2][CH3:1])[CH:23]=[CH:22]1)([CH3:20])[CH3:19].